The task is: Regression. Given a peptide amino acid sequence and an MHC pseudo amino acid sequence, predict their binding affinity value. This is MHC class II binding data.. This data is from Peptide-MHC class II binding affinity with 134,281 pairs from IEDB. The peptide sequence is KVERQWIPSVCFSTL. The MHC is DRB3_0101 with pseudo-sequence DRB3_0101. The binding affinity (normalized) is 0.356.